Dataset: Forward reaction prediction with 1.9M reactions from USPTO patents (1976-2016). Task: Predict the product of the given reaction. (1) Given the reactants [NH2:1][C:2]1[CH:3]=[N:4][C:5]([NH:8][C:9]2[CH:10]=[CH:11][C:12]([C:15]([N:17]3[CH2:22][CH2:21][N:20]([CH2:23][CH2:24][OH:25])[CH2:19][CH2:18]3)=[O:16])=[N:13][CH:14]=2)=[N:6][CH:7]=1.[N+](C1C=NC(NC2C=CC(S(NCCN3CCCC3)(=O)=O)=CC=2)=NC=1)([O-])=O.[Cl:53][C:54]1[CH:62]=[CH:61][C:60]([O:63][CH3:64])=[CH:59][C:55]=1[C:56](O)=[O:57], predict the reaction product. The product is: [Cl:53][C:54]1[CH:62]=[CH:61][C:60]([O:63][CH3:64])=[CH:59][C:55]=1[C:56]([NH:1][C:2]1[CH:7]=[N:6][C:5]([NH:8][C:9]2[CH:14]=[N:13][C:12]([C:15]([N:17]3[CH2:18][CH2:19][N:20]([CH2:23][CH2:24][OH:25])[CH2:21][CH2:22]3)=[O:16])=[CH:11][CH:10]=2)=[N:4][CH:3]=1)=[O:57]. (2) The product is: [S:35]([O-:38])(=[O:37])(=[O:36])[CH3:34].[CH2:2]([N:4]1[C:8](=[O:9])[C:7](=[CH:10][CH:11]=[C:12]2[N:16]([CH3:17])[C:15]3[CH:18]=[CH:19][CH:20]=[CH:21][C:14]=3[S:13]2)[S:6][C:5]1=[CH:22][C:23]1[S:24][C:25]2[CH:32]=[CH:31][C:30]([F:33])=[CH:29][C:26]=2[N+:27]=1[CH3:28])[CH3:3]. Given the reactants [Cl-].[CH2:2]([N:4]1[C:8](=[O:9])[C:7](=[CH:10][CH:11]=[C:12]2[N:16]([CH3:17])[C:15]3[CH:18]=[CH:19][CH:20]=[CH:21][C:14]=3[S:13]2)[S:6][C:5]1=[CH:22][C:23]1[S:24][C:25]2[CH:32]=[CH:31][C:30]([F:33])=[CH:29][C:26]=2[N+:27]=1[CH3:28])[CH3:3].[CH3:34][S:35]([OH:38])(=[O:37])=[O:36], predict the reaction product. (3) Given the reactants [OH:1][CH:2]([C:19]1[CH:20]=[CH:21][C:22]2[O:27][CH2:26][C:25](=[O:28])[N:24]([CH3:29])[C:23]=2[CH:30]=1)[CH2:3][N:4]1[CH2:9][CH:8]=C(C2C3C(=NC=CC=3)NC=2)[CH2:6][CH2:5]1.CN1C2C=C(C(=O)CN3CC[N:47]([C:50]4[CH:59]=[CH:58][CH:57]=[C:56]5[C:51]=4[CH:52]=[CH:53][C:54]([CH3:60])=[N:55]5)CC3)C=CC=2OC(=O)C1, predict the reaction product. The product is: [OH:1][CH:2]([C:19]1[CH:20]=[CH:21][C:22]2[O:27][CH2:26][C:25](=[O:28])[N:24]([CH3:29])[C:23]=2[CH:30]=1)[CH2:3][N:4]1[CH2:5][CH2:6][N:47]([C:50]2[CH:59]=[CH:58][CH:57]=[C:56]3[C:51]=2[CH:52]=[CH:53][C:54]([CH3:60])=[N:55]3)[CH2:8][CH2:9]1. (4) Given the reactants CON(C)[C:4](=[O:15])[C@@H:5]([NH:7][C:8](=[O:14])[O:9][C:10]([CH3:13])([CH3:12])[CH3:11])[CH3:6].C([Mg]Cl)(C)C.[O:22]1[CH2:27][CH2:26][O:25][C:24]2[CH:28]=[C:29]([Mg]Br)[CH:30]=[CH:31][C:23]1=2.Cl, predict the reaction product. The product is: [O:22]1[CH2:27][CH2:26][O:25][C:24]2[CH:28]=[C:29]([C:4](=[O:15])[C@@H:5]([NH:7][C:8](=[O:14])[O:9][C:10]([CH3:11])([CH3:12])[CH3:13])[CH3:6])[CH:30]=[CH:31][C:23]1=2. (5) Given the reactants [O:1]1[C:6]2[CH:7]=[CH:8][C:9]([NH:11][C:12]3[CH:17]=[C:16](I)[CH:15]=[CH:14][N:13]=3)=[CH:10][C:5]=2[O:4][CH2:3][CH2:2]1.[S:19]1[C:23]2[CH:24]=[CH:25][CH:26]=[CH:27][C:22]=2[CH:21]=[C:20]1B(O)O, predict the reaction product. The product is: [S:19]1[C:20]([C:16]2[CH:15]=[CH:14][N:13]=[C:12]([NH:11][C:9]3[CH:8]=[CH:7][C:6]4[O:1][CH2:2][CH2:3][O:4][C:5]=4[CH:10]=3)[CH:17]=2)=[CH:21][C:22]2[CH:27]=[CH:26][CH:25]=[CH:24][C:23]1=2.